Dataset: Forward reaction prediction with 1.9M reactions from USPTO patents (1976-2016). Task: Predict the product of the given reaction. (1) Given the reactants [Na].O[CH:3]=[C:4]1[CH2:8][CH2:7][O:6][C:5]1=[O:9].[C:10]1([CH2:16][CH2:17][NH2:18])[CH:15]=[CH:14][CH:13]=[CH:12][CH:11]=1, predict the reaction product. The product is: [C:10]1([CH2:16][CH2:17][NH:18][CH:3]=[C:4]2[CH2:8][CH2:7][O:6][C:5]2=[O:9])[CH:15]=[CH:14][CH:13]=[CH:12][CH:11]=1. (2) Given the reactants C[O:2][C:3](=[O:34])[CH2:4][O:5][C:6]1[CH:15]=[CH:14][C:13]([S:16][CH2:17][C:18]2[S:22][C:21]([C:23]3[CH:28]=[CH:27][C:26]([C:29]([F:32])([F:31])[F:30])=[CH:25][CH:24]=3)=[N:20][C:19]=2[CH3:33])=[C:12]2[C:7]=1[CH2:8][CH2:9][CH2:10][O:11]2.O.[OH-].[Li+].Cl, predict the reaction product. The product is: [CH3:33][C:19]1[N:20]=[C:21]([C:23]2[CH:24]=[CH:25][C:26]([C:29]([F:32])([F:30])[F:31])=[CH:27][CH:28]=2)[S:22][C:18]=1[CH2:17][S:16][C:13]1[CH:14]=[CH:15][C:6]([O:5][CH2:4][C:3]([OH:34])=[O:2])=[C:7]2[C:12]=1[O:11][CH2:10][CH2:9][CH2:8]2. (3) Given the reactants [C:1]1(=[O:7])O[CH:4]([CH3:5])[CH2:3][O:2]1.C([NH2:15])C1C=CC=CC=1.[C:16]1(C)C=C[CH:19]=[CH:18][CH:17]=1.Cl, predict the reaction product. The product is: [C:1](=[O:7])([O:2][CH2:3][C:4]1[CH:5]=[CH:19][CH:18]=[CH:17][CH:16]=1)[NH2:15]. (4) Given the reactants Br[C:2]1[CH:7]=[CH:6][C:5]([Br:8])=[CH:4][N:3]=1.[CH2:9]([Zn]CC)[CH3:10], predict the reaction product. The product is: [Br:8][C:5]1[CH:6]=[CH:7][C:2]([CH2:9][CH3:10])=[N:3][CH:4]=1.